Dataset: Forward reaction prediction with 1.9M reactions from USPTO patents (1976-2016). Task: Predict the product of the given reaction. (1) Given the reactants C([O:8][C:9]1[CH:10]=[C:11]([C:17]2[O:18][CH:19]=[C:20]([CH2:22][CH2:23][C:24]([C:26]3[CH:31]=[CH:30][CH:29]=[CH:28][C:27]=3[O:32][CH:33]([CH3:35])[CH3:34])=[O:25])[N:21]=2)[CH:12]=[CH:13][C:14]=1[O:15][CH3:16])C1C=CC=CC=1, predict the reaction product. The product is: [OH:8][C:9]1[CH:10]=[C:11]([C:17]2[O:18][CH:19]=[C:20]([CH2:22][CH2:23][C:24]([C:26]3[CH:31]=[CH:30][CH:29]=[CH:28][C:27]=3[O:32][CH:33]([CH3:35])[CH3:34])=[O:25])[N:21]=2)[CH:12]=[CH:13][C:14]=1[O:15][CH3:16]. (2) The product is: [N+:9]([C:12]1[CH:13]=[C:14]2[C:18](=[CH:19][CH:20]=1)[NH:17][CH:16]=[C:15]2[CH2:2][CH2:1][C:3]1[CH:8]=[CH:7][N:6]=[CH:5][CH:4]=1)([O-:11])=[O:10]. Given the reactants [CH:1]([C:3]1[CH:8]=[CH:7][N:6]=[CH:5][CH:4]=1)=[CH2:2].[N+:9]([C:12]1[CH:13]=[C:14]2[C:18](=[CH:19][CH:20]=1)[NH:17][CH:16]=[CH:15]2)([O-:11])=[O:10], predict the reaction product. (3) Given the reactants [NH:1]1[C:9]2[C:4](=[CH:5][CH:6]=[CH:7][CH:8]=2)[C:3]([CH2:10][CH2:11][N:12]2[CH2:17][CH2:16][O:15][CH2:14][CH2:13]2)=[CH:2]1.I[C:19]1[CH:24]=[CH:23][C:22](/[CH:25]=[CH:26]/[C:27]([O:29][CH2:30][CH3:31])=[O:28])=[CH:21][CH:20]=1.P([O-])([O-])([O-])=O.[K+].[K+].[K+], predict the reaction product. The product is: [O:15]1[CH2:16][CH2:17][N:12]([CH2:11][CH2:10][C:3]2[C:4]3[C:9](=[CH:8][CH:7]=[CH:6][CH:5]=3)[N:1]([C:19]3[CH:24]=[CH:23][C:22](/[CH:25]=[CH:26]/[C:27]([O:29][CH2:30][CH3:31])=[O:28])=[CH:21][CH:20]=3)[CH:2]=2)[CH2:13][CH2:14]1. (4) Given the reactants [I:1][C:2]1[C:10]2[C:5](=[CH:6][CH:7]=[C:8]([N+:11]([O-:13])=[O:12])[CH:9]=2)[NH:4][N:3]=1.C[Si]([N-][Si](C)(C)C)(C)C.[Na+].[CH3:24][O:25][CH2:26][CH2:27][O:28][CH2:29]Cl, predict the reaction product. The product is: [I:1][C:2]1[C:10]2[C:5](=[CH:6][CH:7]=[C:8]([N+:11]([O-:13])=[O:12])[CH:9]=2)[N:4]([CH2:24][O:25][CH2:26][CH2:27][O:28][CH3:29])[N:3]=1. (5) The product is: [Br:1][C:2]1[CH:3]=[C:4]2[C:9](=[CH:10][CH:11]=1)[N:8]=[CH:7][C:6]([C:12]([CH:14]1[CH2:16][CH2:15]1)=[O:13])=[C:5]2[NH:30][C:27]1[CH:28]=[N:29][C:24]([CH2:23][N:18]2[CH2:22][CH2:21][CH2:20][CH2:19]2)=[CH:25][CH:26]=1. Given the reactants [Br:1][C:2]1[CH:3]=[C:4]2[C:9](=[CH:10][CH:11]=1)[N:8]=[CH:7][C:6]([C:12]([CH:14]1[CH2:16][CH2:15]1)=[O:13])=[C:5]2Cl.[N:18]1([CH2:23][C:24]2[N:29]=[CH:28][C:27]([NH2:30])=[CH:26][CH:25]=2)[CH2:22][CH2:21][CH2:20][CH2:19]1, predict the reaction product. (6) Given the reactants C(N(CC)CC)C.C(Cl)(Cl)Cl.[NH2:12][C:13]1[C:14]([S:22][CH3:23])=[N:15][C:16]([CH3:21])=[CH:17][C:18]=1[S:19][CH3:20].[Br:24][CH2:25][C:26](Br)=[O:27], predict the reaction product. The product is: [Br:24][CH2:25][C:26]([NH:12][C:13]1[C:14]([S:22][CH3:23])=[N:15][C:16]([CH3:21])=[CH:17][C:18]=1[S:19][CH3:20])=[O:27]. (7) Given the reactants [F:1][C:2]([F:26])([F:25])[CH2:3][NH:4][C:5]([C:7]1([CH2:20][CH2:21][CH2:22][CH2:23]Br)[C:19]2[CH:18]=[CH:17][CH:16]=[CH:15][C:14]=2[C:13]2[C:8]1=[CH:9][CH:10]=[CH:11][CH:12]=2)=[O:6].[F:27][C:28]1[CH:29]=[CH:30][C:31]2[N:35]=[C:34]([N:36]3[CH2:41][CH2:40][NH:39][CH2:38][CH2:37]3)[N:33]([CH3:42])[C:32]=2[CH:43]=1, predict the reaction product. The product is: [F:1][C:2]([F:26])([F:25])[CH2:3][NH:4][C:5]([C:7]1([CH2:20][CH2:21][CH2:22][CH2:23][N:39]2[CH2:40][CH2:41][N:36]([C:34]3[N:33]([CH3:42])[C:32]4[CH:43]=[C:28]([F:27])[CH:29]=[CH:30][C:31]=4[N:35]=3)[CH2:37][CH2:38]2)[C:19]2[CH:18]=[CH:17][CH:16]=[CH:15][C:14]=2[C:13]2[C:8]1=[CH:9][CH:10]=[CH:11][CH:12]=2)=[O:6]. (8) Given the reactants C(OC([NH:8][C@H:9]1[CH2:14][CH2:13][C@H:12]([O:15][C:16]2[CH:25]=[CH:24][CH:23]=[C:22]3[C:17]=2[C:18]([CH3:26])=[CH:19][N:20]=[CH:21]3)[CH2:11][CH2:10]1)=O)(C)(C)C.[ClH:27].CO, predict the reaction product. The product is: [ClH:27].[CH3:26][C:18]1[C:17]2[C:22](=[CH:23][CH:24]=[CH:25][C:16]=2[O:15][C@H:12]2[CH2:13][CH2:14][C@H:9]([NH2:8])[CH2:10][CH2:11]2)[CH:21]=[N:20][CH:19]=1.